Task: Predict which catalyst facilitates the given reaction.. Dataset: Catalyst prediction with 721,799 reactions and 888 catalyst types from USPTO (1) Product: [C:27]([CH2:29][C:30]([NH:1][C:2]1[CH:6]=[CH:5][N:4]([C:7]2[CH:12]=[CH:11][C:10]([B:13]3[O:17][C:16]([CH3:18])([CH3:19])[C:15]([CH3:20])([CH3:21])[O:14]3)=[CH:9][CH:8]=2)[C:3]=1[C:22]([O:24][CH2:25][CH3:26])=[O:23])=[O:31])#[N:28]. Reactant: [NH2:1][C:2]1[CH:6]=[CH:5][N:4]([C:7]2[CH:12]=[CH:11][C:10]([B:13]3[O:17][C:16]([CH3:19])([CH3:18])[C:15]([CH3:21])([CH3:20])[O:14]3)=[CH:9][CH:8]=2)[C:3]=1[C:22]([O:24][CH2:25][CH3:26])=[O:23].[C:27]([CH2:29][C:30](O)=[O:31])#[N:28].C1C=CC2N(O)N=NC=2C=1.C(Cl)CCl.C(N(CC)CC)C. The catalyst class is: 3. (2) Reactant: [OH:1][C:2]1[C:3]2[N:4]([C:9]([C:13]([NH:15][CH2:16][C:17]([NH:22]C(=O)OC(C)(C)C)([CH3:21])[CH2:18][CH2:19][CH3:20])=[O:14])=[C:10]([CH3:12])[N:11]=2)[CH:5]=[C:6]([CH3:8])[CH:7]=1.[F:30][C:31]1[C:38]([F:39])=[CH:37][CH:36]=[CH:35][C:32]=1[CH2:33]Br.C(=O)([O-])[O-].[Cs+].[Cs+].[I-].[K+].Cl. Product: [NH2:22][C:17]([CH3:21])([CH2:18][CH2:19][CH3:20])[CH2:16][NH:15][C:13]([C:9]1[N:4]2[CH:5]=[C:6]([CH3:8])[CH:7]=[C:2]([O:1][CH2:33][C:32]3[CH:35]=[CH:36][CH:37]=[C:38]([F:39])[C:31]=3[F:30])[C:3]2=[N:11][C:10]=1[CH3:12])=[O:14]. The catalyst class is: 369. (3) Reactant: Cl[C:2]1[C:11]2[N:12]=[C:13]([O:15][CH3:16])[NH:14][C:10]=2[C:9]2[CH:8]=[CH:7][CH:6]=[CH:5][C:4]=2[N:3]=1.[NH3:17]. The catalyst class is: 5. Product: [CH3:16][O:15][C:13]1[NH:14][C:10]2[C:9]3[CH:8]=[CH:7][CH:6]=[CH:5][C:4]=3[N:3]=[C:2]([NH2:17])[C:11]=2[N:12]=1. (4) Reactant: [Cl:1][C:2]1[C:10]([NH:11][S:12]([CH2:15][CH3:16])(=[O:14])=[O:13])=[CH:9][CH:8]=[C:7]([F:17])[C:3]=1C(O)=O.S(Cl)(Cl)=O.[N-:22]=[N+]=[N-].[Na+]. Product: [NH2:22][C:3]1[C:2]([Cl:1])=[C:10]([NH:11][S:12]([CH2:15][CH3:16])(=[O:14])=[O:13])[CH:9]=[CH:8][C:7]=1[F:17]. The catalyst class is: 283. (5) Reactant: C(N(CC)CC)C.Cl.Cl.[NH2:10][C:11]([CH3:33])([CH3:32])[CH2:12][N:13]1[C:25]2[C:24]3[N:23]=[CH:22][C:21]([Br:26])=[CH:20][C:19]=3[N:18]=[C:17]([NH2:27])[C:16]=2[N:15]=[C:14]1[CH2:28][O:29][CH2:30][CH3:31].[CH3:34][S:35](Cl)(=[O:37])=[O:36]. Product: [NH2:27][C:17]1[C:16]2[N:15]=[C:14]([CH2:28][O:29][CH2:30][CH3:31])[N:13]([CH2:12][C:11]([NH:10][S:35]([CH3:34])(=[O:37])=[O:36])([CH3:32])[CH3:33])[C:25]=2[C:24]2[N:23]=[CH:22][C:21]([Br:26])=[CH:20][C:19]=2[N:18]=1. The catalyst class is: 4. (6) Reactant: Br[CH2:2][CH2:3][CH2:4][CH2:5][CH2:6][CH2:7][CH2:8][CH2:9][CH2:10][CH2:11][O:12][C:13]([F:16])([F:15])[F:14].[S:17]([O-:20])([O-:19])=[O:18].[Na+].[Na+].C(O)C. Product: [F:14][C:13]([F:16])([F:15])[O:12][CH2:11][CH2:10][CH2:9][CH2:8][CH2:7][CH2:6][CH2:5][CH2:4][CH2:3][CH2:2][S:17]([OH:20])(=[O:19])=[O:18]. The catalyst class is: 6.